Task: Predict the product of the given reaction.. Dataset: Forward reaction prediction with 1.9M reactions from USPTO patents (1976-2016) (1) Given the reactants [CH:1]1[C:6](/[CH:7]=[CH:8]/[C:9]([OH:11])=[O:10])=[CH:5][CH:4]=[C:3]([OH:12])[CH:2]=1.C(=O)([O-])[O-].[K+].[K+].[F:19][C:20]1[CH:21]=[C:22]([CH:25]=[CH:26][CH:27]=1)[CH2:23]Br, predict the reaction product. The product is: [F:19][C:20]1[CH:21]=[C:22]([CH:25]=[CH:26][CH:27]=1)[CH2:23][O:10][C:9](=[O:11])[CH:8]=[CH:7][C:6]1[CH:5]=[CH:4][C:3]([O:12][CH2:23][C:22]2[CH:25]=[CH:26][CH:27]=[C:20]([F:19])[CH:21]=2)=[CH:2][CH:1]=1. (2) Given the reactants [CH3:1][Mg+].[Br-].[O:4]=[C:5]1[CH2:9][N:8]([C:10]([O:12][C:13]([CH3:16])([CH3:15])[CH3:14])=[O:11])[C@H:7]([C:17](=[O:36])[NH:18][CH2:19][C:20]2[CH:25]=[C:24]([C:26]3[CH:27]=[N:28][C:29]([C:32]([F:35])([F:34])[F:33])=[CH:30][CH:31]=3)[N:23]=[CH:22][N:21]=2)[CH2:6]1, predict the reaction product. The product is: [OH:4][C:5]1([CH3:1])[CH2:9][N:8]([C:10]([O:12][C:13]([CH3:16])([CH3:14])[CH3:15])=[O:11])[C@H:7]([C:17](=[O:36])[NH:18][CH2:19][C:20]2[CH:25]=[C:24]([C:26]3[CH:27]=[N:28][C:29]([C:32]([F:35])([F:34])[F:33])=[CH:30][CH:31]=3)[N:23]=[CH:22][N:21]=2)[CH2:6]1. (3) Given the reactants [C:1]([O:5][C:6]([N:8]1[C:12]2=[CH:13][N:14]=[C:15]([O:17]C)[CH:16]=[C:11]2[C:10]([CH3:20])([CH3:19])[C:9]1=[O:21])=[O:7])([CH3:4])([CH3:3])[CH3:2].Br[CH2:23][C:24]([CH3:26])=[CH2:25].Cl, predict the reaction product. The product is: [C:1]([O:5][C:6]([N:8]1[C:12]2=[CH:13][N:14]([CH2:25][C:24]([CH3:26])=[CH2:23])[C:15](=[O:17])[CH:16]=[C:11]2[C:10]([CH3:20])([CH3:19])[C:9]1=[O:21])=[O:7])([CH3:3])([CH3:2])[CH3:4]. (4) Given the reactants [C:1]1([CH2:7][N:8]2[C:18](=[O:19])[C:17]3[C:12](=[CH:13][CH:14]=[CH:15][CH:16]=3)[S:9]2(=[O:11])=[O:10])[CH:6]=[CH:5]C=CC=1.S1(C2C(=CC=CC=2)C(=O)N1)(=O)=O.[H-].[Na+].[CH2:34]([O:41][C:42]1[CH:53]=[CH:52][C:45]([O:46]CCCCBr)=[CH:44][CH:43]=1)[C:35]1[CH:40]=[CH:39][CH:38]=[CH:37][CH:36]=1, predict the reaction product. The product is: [CH2:34]([O:41][C:42]1[CH:43]=[CH:44][C:45]([O:46][CH2:5][CH2:6][CH2:1][CH2:7][N:8]2[C:18](=[O:19])[C:17]3[C:12](=[CH:13][CH:14]=[CH:15][CH:16]=3)[S:9]2(=[O:10])=[O:11])=[CH:52][CH:53]=1)[C:35]1[CH:36]=[CH:37][CH:38]=[CH:39][CH:40]=1. (5) Given the reactants Cl[CH2:2][CH2:3][N:4]1[CH2:9][CH2:8][N:7]([C:10]2[CH:15]=[CH:14][C:13]([O:16][CH3:17])=[CH:12][CH:11]=2)[CH2:6][CH2:5]1.[CH:18]1[C:23]([C:24]2[C:29](=[O:30])[C:28]3[CH:31]=[CH:32][C:33]([OH:35])=[CH:34][C:27]=3[O:26][CH:25]=2)=[CH:22][CH:21]=[C:20]([OH:36])[CH:19]=1.[OH-].[K+].CO, predict the reaction product. The product is: [OH:36][C:20]1[CH:21]=[CH:22][C:23]([C:24]2[C:29](=[O:30])[C:28]3[C:27](=[CH:34][C:33]([O:35][CH2:2][CH2:3][N:4]4[CH2:9][CH2:8][N:7]([C:10]5[CH:15]=[CH:14][C:13]([O:16][CH3:17])=[CH:12][CH:11]=5)[CH2:6][CH2:5]4)=[CH:32][CH:31]=3)[O:26][CH:25]=2)=[CH:18][CH:19]=1. (6) Given the reactants [CH3:1][N:2]1[C:10]2[N:9]=[C:8]([Br:11])[N:7]([CH2:12][CH:13]=[C:14]([CH3:16])[CH3:15])[C:6]=2[C:5](=[O:17])[NH:4][C:3]1=[O:18].[C:19]1(/[CH:25]=[CH:26]/OB(O)O)[CH:24]=[CH:23][CH:22]=[CH:21][CH:20]=1.N1C=CC=CC=1, predict the reaction product. The product is: [C:19]1(/[CH:25]=[CH:26]/[N:4]2[C:5](=[O:17])[C:6]3[N:7]([CH2:12][CH:13]=[C:14]([CH3:15])[CH3:16])[C:8]([Br:11])=[N:9][C:10]=3[N:2]([CH3:1])[C:3]2=[O:18])[CH:24]=[CH:23][CH:22]=[CH:21][CH:20]=1. (7) The product is: [CH2:16]([O:15][N:10]1[C:9](=[O:23])[N:8]2[CH2:14][C@H:11]1[CH2:12][CH2:13][C@H:7]2[C:5]1[O:6][C:2]([NH:1][C:29](=[O:30])[O:28][C:25]([CH3:27])([CH3:26])[CH3:24])=[N:3][N:4]=1)[C:17]1[CH:22]=[CH:21][CH:20]=[CH:19][CH:18]=1. Given the reactants [NH2:1][C:2]1[O:6][C:5]([C@@H:7]2[CH2:13][CH2:12][C@@H:11]3[CH2:14][N:8]2[C:9](=[O:23])[N:10]3[O:15][CH2:16][C:17]2[CH:22]=[CH:21][CH:20]=[CH:19][CH:18]=2)=[N:4][N:3]=1.[CH3:24][C:25]([O:28][C:29](O[C:29]([O:28][C:25]([CH3:27])([CH3:26])[CH3:24])=[O:30])=[O:30])([CH3:27])[CH3:26].C(N(CC)CC)C, predict the reaction product. (8) Given the reactants [CH2:1]([O:3][C:4]1[CH:9]=[C:8]([O:10][CH2:11][C:12]2[CH:17]=[CH:16][C:15]([O:18][CH3:19])=[CH:14][CH:13]=2)[N:7]=[CH:6][C:5]=1[C:20]1[CH:25]=[CH:24][C:23]([CH2:26][C:27](O)=[O:28])=[C:22]([F:30])[CH:21]=1)[CH3:2].[F:31][C:32]([F:43])([F:42])[C:33]([C:36]1[CH:40]=[C:39]([NH2:41])[O:38][N:37]=1)([CH3:35])[CH3:34].C(P1(=O)OP(CCC)(=O)OP(CCC)(=O)O1)CC.O, predict the reaction product. The product is: [CH2:1]([O:3][C:4]1[CH:9]=[C:8]([O:10][CH2:11][C:12]2[CH:13]=[CH:14][C:15]([O:18][CH3:19])=[CH:16][CH:17]=2)[N:7]=[CH:6][C:5]=1[C:20]1[CH:25]=[CH:24][C:23]([CH2:26][C:27]([NH:41][C:39]2[O:38][N:37]=[C:36]([C:33]([CH3:35])([CH3:34])[C:32]([F:31])([F:42])[F:43])[CH:40]=2)=[O:28])=[C:22]([F:30])[CH:21]=1)[CH3:2].